Dataset: Reaction yield outcomes from USPTO patents with 853,638 reactions. Task: Predict the reaction yield, written as a fraction of the theoretical maximum amount of product (1.0 means a 100% yield; for example, 0.34 means a 34% yield). (1) The reactants are Cl[C:2]1[C:3]2[CH:11]=[CH:10][CH:9]=[N:8][C:4]=2[N:5]=[CH:6][N:7]=1.[C:12]([N:19]1[CH2:24][CH2:23][NH:22][CH2:21][CH2:20]1)([O:14][C:15]([CH3:18])([CH3:17])[CH3:16])=[O:13].C(N(CC)CC)C. The catalyst is ClCCCl.CC(O)C. The product is [C:15]([O:14][C:12]([N:19]1[CH2:24][CH2:23][N:22]([C:2]2[C:3]3[CH:11]=[CH:10][CH:9]=[N:8][C:4]=3[N:5]=[CH:6][N:7]=2)[CH2:21][CH2:20]1)=[O:13])([CH3:18])([CH3:16])[CH3:17]. The yield is 0.920. (2) The reactants are Cl[C:2]1[N:7]=[C:6]([NH2:8])[N:5]=[C:4]([NH:9][C:10]2[CH:15]=[CH:14][C:13]([Cl:16])=[CH:12][CH:11]=2)[CH:3]=1.[Cl:17][C:18]1[CH:19]=[CH:20][C:21]([O:27][CH3:28])=[C:22](B(O)O)[CH:23]=1.C1(P(C2C=CC=CC=2)C2C=CC=CC=2)C=CC=CC=1.C(=O)([O-])[O-].[Na+].[Na+]. The catalyst is O.C([O-])(=O)C.[Pd+2].C([O-])(=O)C.C(COC)OC. The product is [Cl:17][C:18]1[CH:23]=[CH:22][C:21]([O:27][CH3:28])=[C:20]([C:2]2[N:7]=[C:6]([NH2:8])[N:5]=[C:4]([NH:9][C:10]3[CH:15]=[CH:14][C:13]([Cl:16])=[CH:12][CH:11]=3)[CH:3]=2)[CH:19]=1. The yield is 0.490.